Dataset: Full USPTO retrosynthesis dataset with 1.9M reactions from patents (1976-2016). Task: Predict the reactants needed to synthesize the given product. (1) Given the product [CH3:15][C:16]1[CH:21]=[CH:20][CH:19]=[CH:18][C:17]=1[CH2:22][NH:23][C:12]([C:10]1[S:11][C:7]([C:4]2[CH:3]=[CH:2][N:1]=[CH:6][CH:5]=2)=[CH:8][CH:9]=1)=[O:14], predict the reactants needed to synthesize it. The reactants are: [N:1]1[CH:6]=[CH:5][C:4]([C:7]2[S:11][C:10]([C:12]([OH:14])=O)=[CH:9][CH:8]=2)=[CH:3][CH:2]=1.[CH3:15][C:16]1[CH:21]=[CH:20][CH:19]=[CH:18][C:17]=1[CH2:22][NH2:23]. (2) Given the product [CH2:15]([N:22]1[CH2:27][CH2:26][CH:25]([N:28]([CH2:36][C:37]2[N:38]=[C:39]([CH2:61][N:64]([CH3:65])[CH3:63])[N:40]([C:42]([C:55]3[CH:56]=[CH:57][CH:58]=[CH:59][CH:60]=3)([C:49]3[CH:54]=[CH:53][CH:52]=[CH:51][CH:50]=3)[C:43]3[CH:44]=[CH:45][CH:46]=[CH:47][CH:48]=3)[CH:41]=2)[C:29](=[O:35])[O:30][C:31]([CH3:33])([CH3:32])[CH3:34])[CH2:24][CH2:23]1)[C:16]1[CH:17]=[CH:18][CH:19]=[CH:20][CH:21]=1, predict the reactants needed to synthesize it. The reactants are: C(O[BH-](OC(=O)C)OC(=O)C)(=O)C.[Na+].[CH2:15]([N:22]1[CH2:27][CH2:26][CH:25]([N:28]([CH2:36][C:37]2[N:38]=[C:39]([CH:61]=O)[N:40]([C:42]([C:55]3[CH:60]=[CH:59][CH:58]=[CH:57][CH:56]=3)([C:49]3[CH:54]=[CH:53][CH:52]=[CH:51][CH:50]=3)[C:43]3[CH:48]=[CH:47][CH:46]=[CH:45][CH:44]=3)[CH:41]=2)[C:29](=[O:35])[O:30][C:31]([CH3:34])([CH3:33])[CH3:32])[CH2:24][CH2:23]1)[C:16]1[CH:21]=[CH:20][CH:19]=[CH:18][CH:17]=1.[CH3:63][NH:64][CH3:65].C(=O)([O-])[O-].[K+].[K+]. (3) Given the product [CH3:28][CH:27]([CH3:29])[C:26]([NH:1][CH2:2][CH2:3][C:4]1[CH:5]=[CH:6][C:7]([C:10]2[CH:15]=[CH:14][C:13]([CH:16]([CH3:25])[CH2:17][NH:18][S:19]([CH:22]([CH3:24])[CH3:23])(=[O:21])=[O:20])=[CH:12][CH:11]=2)=[CH:8][CH:9]=1)=[O:30], predict the reactants needed to synthesize it. The reactants are: [NH2:1][CH2:2][CH2:3][C:4]1[CH:9]=[CH:8][C:7]([C:10]2[CH:15]=[CH:14][C:13]([CH:16]([CH3:25])[CH2:17][NH:18][S:19]([CH:22]([CH3:24])[CH3:23])(=[O:21])=[O:20])=[CH:12][CH:11]=2)=[CH:6][CH:5]=1.[C:26](Cl)(=[O:30])[CH:27]([CH3:29])[CH3:28]. (4) Given the product [C:23]([C:22]1[CH:25]=[CH:26][C:19]([CH2:18][C:17]([OH:15])=[O:16])=[CH:20][CH:21]=1)#[N:24], predict the reactants needed to synthesize it. The reactants are: I([O-])(=O)(=O)=O.[Na+].C(Cl)(Cl)(Cl)Cl.C(#N)C.[OH2:15].[OH:16][CH2:17][CH2:18][C:19]1[CH:26]=[CH:25][C:22]([C:23]#[N:24])=[CH:21][CH:20]=1. (5) Given the product [CH3:21][O:20][C:16]1[C:17]([OH:19])=[CH:18][C:2]2[NH:1][C:24](=[O:25])[CH2:23][N:22]=[C:4]([C:6]3[CH:7]=[C:8]([CH:12]=[CH:13][CH:14]=3)[C:9]([OH:11])=[O:10])[C:3]=2[CH:15]=1, predict the reactants needed to synthesize it. The reactants are: [NH2:1][C:2]1[CH:18]=[C:17]([OH:19])[C:16]([O:20][CH3:21])=[CH:15][C:3]=1[C:4]([C:6]1[CH:7]=[C:8]([CH:12]=[CH:13][CH:14]=1)[C:9]([OH:11])=[O:10])=O.[NH2:22][CH2:23][C:24](OCC)=[O:25].Cl. (6) The reactants are: BrC1C=C2C(=CC=1)C(=O)N([C@H](C(C)C)C(OC)=O)C2.[Br:20][C:21]1[CH:30]=[CH:29][C:24]([C:25]([O:27]C)=O)=[C:23]([CH2:31]Br)[CH:22]=1.Cl.[NH2:34][CH:35]([CH2:40][CH:41]([CH3:43])[CH3:42])[C:36]([O:38][CH3:39])=[O:37]. Given the product [Br:20][C:21]1[CH:22]=[C:23]2[C:24](=[CH:29][CH:30]=1)[C:25](=[O:27])[N:34]([C@@H:35]([CH2:40][CH:41]([CH3:43])[CH3:42])[C:36]([O:38][CH3:39])=[O:37])[CH2:31]2, predict the reactants needed to synthesize it. (7) Given the product [CH:20]([Si:19]([CH:26]([CH3:28])[CH3:27])([CH:23]([CH3:25])[CH3:24])[C:7]1[O:6][CH:10]=[CH:9][N:8]=1)([CH3:22])[CH3:21], predict the reactants needed to synthesize it. The reactants are: [Li]CCCC.[O:6]1[CH:10]=[CH:9][N:8]=[CH:7]1.O([Si:19]([CH:26]([CH3:28])[CH3:27])([CH:23]([CH3:25])[CH3:24])[CH:20]([CH3:22])[CH3:21])S(C(F)(F)F)(=O)=O. (8) Given the product [CH3:1][CH:2]1[CH2:7][CH2:6][CH:5]([NH:8][CH2:10][CH2:9][CH2:15][S:12]([OH:14])(=[O:13])=[O:11])[CH2:4][CH2:3]1, predict the reactants needed to synthesize it. The reactants are: [CH3:1][CH:2]1[CH2:7][CH2:6][CH:5]([NH2:8])[CH2:4][CH2:3]1.[CH2:9]1[CH2:15][S:12](=[O:14])(=[O:13])[O:11][CH2:10]1. (9) Given the product [CH3:1][N:2]([CH2:3][CH2:4][N:5]1[CH2:10][CH2:9][S:8][C:7]2[CH:11]=[C:12]([N+:15]([O-:17])=[O:16])[CH:13]=[CH:14][C:6]1=2)[CH2:28][C:29]([O:31][C:32]([CH3:35])([CH3:34])[CH3:33])=[O:30], predict the reactants needed to synthesize it. The reactants are: [CH3:1][NH:2][CH2:3][CH2:4][N:5]1[CH2:10][CH2:9][S:8][C:7]2[CH:11]=[C:12]([N+:15]([O-:17])=[O:16])[CH:13]=[CH:14][C:6]1=2.C(N(C(C)C)CC)(C)C.Br[CH2:28][C:29]([O:31][C:32]([CH3:35])([CH3:34])[CH3:33])=[O:30].CO.